From a dataset of Peptide-MHC class I binding affinity with 185,985 pairs from IEDB/IMGT. Regression. Given a peptide amino acid sequence and an MHC pseudo amino acid sequence, predict their binding affinity value. This is MHC class I binding data. The MHC is HLA-B44:02 with pseudo-sequence HLA-B44:02. The binding affinity (normalized) is 0.213. The peptide sequence is EDFEIFYNL.